From a dataset of Peptide-MHC class II binding affinity with 134,281 pairs from IEDB. Regression. Given a peptide amino acid sequence and an MHC pseudo amino acid sequence, predict their binding affinity value. This is MHC class II binding data. (1) The peptide sequence is FKIMLKALSHLSLGL. The MHC is DRB4_0101 with pseudo-sequence DRB4_0103. The binding affinity (normalized) is 0.991. (2) The peptide sequence is FTVFEAAFNNAIKAG. The MHC is HLA-DQA10102-DQB10602 with pseudo-sequence HLA-DQA10102-DQB10602. The binding affinity (normalized) is 0.387. (3) The peptide sequence is SEFENDEHIILYLVN. The MHC is HLA-DQA10401-DQB10402 with pseudo-sequence HLA-DQA10401-DQB10402. The binding affinity (normalized) is 0.391.